This data is from Full USPTO retrosynthesis dataset with 1.9M reactions from patents (1976-2016). The task is: Predict the reactants needed to synthesize the given product. (1) Given the product [F:1][C:2]1[CH:7]=[CH:6][C:5]([C:17]2[CH:22]=[N:21][CH:20]=[C:19]([CH:18]=2)[CH2:23][OH:24])=[CH:4][CH:3]=1, predict the reactants needed to synthesize it. The reactants are: [F:1][C:2]1[CH:7]=[CH:6][C:5](B(O)O)=[CH:4][CH:3]=1.C(=O)([O-])O.[Na+].Br[C:17]1[CH:18]=[C:19]([CH2:23][OH:24])[CH:20]=[N:21][CH:22]=1. (2) Given the product [Cl:1][C:2]1[CH:3]=[C:4]([NH:5][C:38]2[C:39]3[N:31]([CH2:30][CH2:29][NH:28][C:27](=[O:26])[CH2:49][S:50]([CH3:53])(=[O:52])=[O:51])[CH:32]=[CH:33][C:34]=3[N:35]=[CH:36][N:37]=2)[CH:6]=[CH:7][C:8]=1[O:9][C:10]1[CH:15]=[CH:14][CH:13]=[C:12]([O:16][CH2:17][C:18]([CH3:21])([CH3:20])[CH3:19])[CH:11]=1, predict the reactants needed to synthesize it. The reactants are: [Cl:1][C:2]1[CH:3]=[C:4]([CH:6]=[CH:7][C:8]=1[O:9][C:10]1[CH:15]=[CH:14][CH:13]=[C:12]([O:16][CH2:17][C:18]([CH3:21])([CH3:20])[CH3:19])[CH:11]=1)[NH2:5].C([O:26][C:27](=O)[NH:28][CH2:29][CH2:30][N:31]1[C:39]2[C:38](Cl)=[N:37][CH:36]=[N:35][C:34]=2[CH:33]=[CH:32]1)(C)(C)C.Cl.C(OCC)(=O)C.[CH3:49][S:50]([CH2:53]C(O)=O)(=[O:52])=[O:51].Cl.C(N=C=NCCCN(C)C)C.ON1C2C=CC=CC=2N=N1. (3) Given the product [CH3:14][C@H:21]1[CH2:26][CH2:25][CH2:24][CH2:23][N:22]1[CH:27]1[CH2:32][CH2:31][NH:30][CH2:29][CH2:28]1, predict the reactants needed to synthesize it. The reactants are: Cl.Cl.C[C@H]1CCCN1[C@@H]1CCNC1.[C:14]([C@:21]1(C)[CH2:26][CH2:25][CH2:24][CH2:23][N:22]1[CH:27]1[CH2:32][CH2:31][NH:30][CH2:29][CH2:28]1)(OC(C)(C)C)=O.S(C1C=CC(C)=CC=1)([O-])(=O)=O. (4) Given the product [NH:28]1[C:36]2[C:31](=[CH:32][C:33]([C:2]3[N:7]=[C:6]4[N:8]([CH:11]5[CH2:16][CH2:15][N:14]([CH2:17][C:18]([F:21])([F:20])[F:19])[CH2:13][CH2:12]5)[N:9]=[CH:10][C:5]4=[C:4]([N:22]4[CH2:27][CH2:26][O:25][CH2:24][CH2:23]4)[N:3]=3)=[CH:34][CH:35]=2)[CH:30]=[CH:29]1, predict the reactants needed to synthesize it. The reactants are: Cl[C:2]1[N:7]=[C:6]2[N:8]([CH:11]3[CH2:16][CH2:15][N:14]([CH2:17][C:18]([F:21])([F:20])[F:19])[CH2:13][CH2:12]3)[N:9]=[CH:10][C:5]2=[C:4]([N:22]2[CH2:27][CH2:26][O:25][CH2:24][CH2:23]2)[N:3]=1.[NH:28]1[C:36]2[C:31](=[CH:32][C:33](B(O)O)=[CH:34][CH:35]=2)[CH:30]=[CH:29]1.C(=O)([O-])[O-].[Na+].[Na+].COCCOC. (5) The reactants are: [CH3:1][O:2][CH2:3][CH2:4][CH:5]([N:10]1[CH:14]=[CH:13][CH:12]=[N:11]1)[C:6]([O:8]C)=[O:7].[OH-].[K+].Cl. Given the product [CH3:1][O:2][CH2:3][CH2:4][CH:5]([N:10]1[CH:14]=[CH:13][CH:12]=[N:11]1)[C:6]([OH:8])=[O:7], predict the reactants needed to synthesize it.